Dataset: Forward reaction prediction with 1.9M reactions from USPTO patents (1976-2016). Task: Predict the product of the given reaction. (1) Given the reactants [C:1]1([C@@H:7]([NH:9][C:10]2[CH2:15][CH2:14][O:13][CH2:12][C:11]=2[C:16]([O:18][CH2:19][CH3:20])=[O:17])[CH3:8])[CH:6]=[CH:5][CH:4]=[CH:3][CH:2]=1.[O-]S([O-])(=O)=O.[Mg+2].CC(O)=O.[BH-](OC(C)=O)(OC(C)=O)OC(C)=O.[Na+], predict the reaction product. The product is: [C:1]1([C@@H:7]([NH:9][C@H:10]2[CH2:15][CH2:14][O:13][CH2:12][C@H:11]2[C:16]([O:18][CH2:19][CH3:20])=[O:17])[CH3:8])[CH:6]=[CH:5][CH:4]=[CH:3][CH:2]=1. (2) Given the reactants [Br:1][C:2]1[CH:3]=[CH:4][C:5]([F:20])=[C:6]([C@@:8]2([CH3:19])[NH:13][C:12](=O)[C:11]([CH3:16])([CH3:15])[S:10](=[O:18])(=[O:17])[CH2:9]2)[CH:7]=1.COC1C=CC(P2(SP(C3C=CC(OC)=CC=3)(=S)S2)=[S:30])=CC=1.C([O-])(O)=O.[Na+], predict the reaction product. The product is: [Br:1][C:2]1[CH:3]=[CH:4][C:5]([F:20])=[C:6]([C@@:8]2([CH3:19])[NH:13][C:12](=[S:30])[C:11]([CH3:16])([CH3:15])[S:10](=[O:18])(=[O:17])[CH2:9]2)[CH:7]=1. (3) Given the reactants [F:1][C:2]1[CH:3]=[C:4]2C(=[CH:9][CH:10]=1)NC(=O)[C:5]2=[N:12][N:13]=CC1(C)CC(C)(C(O)=O)CN1.Cl.C(N=C=NCCCN(C)C)C.[OH:37][C:38]1C2N=NNC=2[CH:41]=[CH:40][CH:39]=1.C([N:49]([CH2:52][CH3:53])[CH2:50][CH3:51])C.[NH2:54][C:55]1[CH:60]=[CH:59][CH:58]=[CH:57][C:56]=1[NH:61][C:62](=[O:75])[C:63]1[CH:68]=[CH:67][C:66]([NH:69][CH2:70][CH2:71][CH2:72][CH2:73][NH2:74])=[N:65][CH:64]=1.[CH3:76][N:77]([CH:79]=[O:80])C, predict the reaction product. The product is: [NH2:54][C:55]1[CH:60]=[CH:59][CH:58]=[CH:57][C:56]=1[NH:61][C:62](=[O:75])[C:63]1[CH:68]=[CH:67][C:66]([NH:69][CH2:70][CH2:71][CH2:72][CH2:73][NH:74][C:38]([C:39]2[C:40]([CH3:41])=[C:52]([CH:53]=[N:13][N:12]=[C:5]3[C:4]4[C:76](=[CH:9][CH:10]=[C:2]([F:1])[CH:3]=4)[NH:77][C:79]3=[O:80])[NH:49][C:50]=2[CH3:51])=[O:37])=[N:65][CH:64]=1. (4) Given the reactants [Cl:1][C:2]1[CH:9]=[C:8]([C:10]2[CH:11]=[N:12][NH:13][CH:14]=2)[CH:7]=[CH:6][C:3]=1[C:4]#[N:5].CC(C)([O-])C.[K+].[C:21]([C:23]1[CH:30]=[CH:29][C:26]([CH2:27]Br)=[CH:25][CH:24]=1)#[N:22].[Cl-].[NH4+], predict the reaction product. The product is: [Cl:1][C:2]1[CH:9]=[C:8]([C:10]2[CH:14]=[N:13][N:12]([CH2:27][C:26]3[CH:29]=[CH:30][C:23]([C:21]#[N:22])=[CH:24][CH:25]=3)[CH:11]=2)[CH:7]=[CH:6][C:3]=1[C:4]#[N:5]. (5) Given the reactants [O:1]=[C:2]1[C:10]2([CH2:14][CH2:13][N:12]([C:15]([O:17][C:18]([CH3:21])([CH3:20])[CH3:19])=[O:16])[CH2:11]2)[C:9]2[C:4](=[CH:5][CH:6]=[CH:7][CH:8]=2)[NH:3]1.[Br:22]N1C(=O)CCC1=O, predict the reaction product. The product is: [Br:22][C:7]1[CH:8]=[C:9]2[C:10]3([CH2:14][CH2:13][N:12]([C:15]([O:17][C:18]([CH3:21])([CH3:20])[CH3:19])=[O:16])[CH2:11]3)[C:2](=[O:1])[NH:3][C:4]2=[CH:5][CH:6]=1.